This data is from Catalyst prediction with 721,799 reactions and 888 catalyst types from USPTO. The task is: Predict which catalyst facilitates the given reaction. (1) Reactant: Br[C:2]1[CH:7]=[CH:6][C:5]([C:8]([N:10]2[CH2:15][CH2:14][CH2:13][CH:12]([C:16]3[CH:21]=[CH:20][CH:19]=[CH:18][CH:17]=3)[CH2:11]2)=[O:9])=[CH:4][CH:3]=1.[F:22][C:23]([F:34])([F:33])[C:24]1[CH:29]=[CH:28][CH:27]=[CH:26][C:25]=1B(O)O.C(=O)([O-])[O-].[Na+].[Na+].C1(C)C=CC=CC=1. Product: [C:16]1([CH:12]2[CH2:13][CH2:14][CH2:15][N:10]([C:8]([C:5]3[CH:6]=[CH:7][C:2]([C:25]4[CH:26]=[CH:27][CH:28]=[CH:29][C:24]=4[C:23]([F:34])([F:33])[F:22])=[CH:3][CH:4]=3)=[O:9])[CH2:11]2)[CH:21]=[CH:20][CH:19]=[CH:18][CH:17]=1. The catalyst class is: 461. (2) The catalyst class is: 9. Product: [CH3:14][O:15][C:51]1[CH:50]=[C:49]([NH2:48])[CH:54]=[CH:53][C:52]=1[O:29][CH2:47][CH2:45][N:42]1[CH2:39][CH2:41][CH2:44][CH2:43]1. Reactant: CC1C=CC=CC=1C1C=CC([C:14](O)=[O:15])=CC=1.Cl.CN(C)CCCN=C=NCC.[OH:29]N1C2N=CC=CC=2N=N1.[CH:39]([N:42]([CH:45]([CH3:47])C)[CH2:43][CH3:44])([CH3:41])C.[NH2:48][C:49]1[CH:54]=[CH:53][CH:52]=[CH:51][CH:50]=1. (3) Reactant: [NH2:1][CH:2]1[CH2:7][CH2:6][N:5]([C:8]2[CH:13]=[CH:12][C:11]([C:14]3[NH:23][C:22](=[O:24])[C:21]4[C:16](=[CH:17][C:18]([O:27][CH3:28])=[CH:19][C:20]=4[O:25][CH3:26])[N:15]=3)=[CH:10][CH:9]=2)[CH2:4][CH2:3]1.[CH3:29][N:30]([CH3:34])[C:31](Cl)=[O:32].CCN(CC)CC.[OH-].[Na+]. Product: [CH3:26][O:25][C:20]1[CH:19]=[C:18]([O:27][CH3:28])[CH:17]=[C:16]2[C:21]=1[C:22](=[O:24])[NH:23][C:14]([C:11]1[CH:12]=[CH:13][C:8]([N:5]3[CH2:4][CH2:3][CH:2]([NH:1][C:31](=[O:32])[N:30]([CH3:34])[CH3:29])[CH2:7][CH2:6]3)=[CH:9][CH:10]=1)=[N:15]2. The catalyst class is: 1.